This data is from Catalyst prediction with 721,799 reactions and 888 catalyst types from USPTO. The task is: Predict which catalyst facilitates the given reaction. (1) Reactant: [CH3:1][N:2]1[CH2:7][CH2:6][N:5]([C:8]2[CH:13]=[N:12][C:11]([N+:14]([O-])=O)=[CH:10][N:9]=2)[CH2:4][CH2:3]1. Product: [CH3:1][N:2]1[CH2:3][CH2:4][N:5]([C:8]2[CH:13]=[N:12][C:11]([NH2:14])=[CH:10][N:9]=2)[CH2:6][CH2:7]1. The catalyst class is: 19. (2) Reactant: [F:1][CH:2]([F:11])[C:3]1[C:4]([F:10])=[C:5]([CH:7]=[CH:8][CH:9]=1)[NH2:6].C1C(=O)N([Br:19])C(=O)C1. Product: [Br:19][C:9]1[CH:8]=[CH:7][C:5]([NH2:6])=[C:4]([F:10])[C:3]=1[CH:2]([F:1])[F:11]. The catalyst class is: 3. (3) Reactant: C([Li])CCC.[C:6]([O:10][C:11]([N:13]1[C:21]2[C:16](=[N:17][CH:18]=[C:19](Br)[CH:20]=2)[C:15]([CH3:24])([CH3:23])[CH2:14]1)=[O:12])([CH3:9])([CH3:8])[CH3:7].CON(C)[C:28](=[O:35])[C:29]1[CH:34]=[CH:33][CH:32]=[CH:31][CH:30]=1. Product: [C:6]([O:10][C:11]([N:13]1[C:21]2[C:16](=[N:17][CH:18]=[C:19]([C:28](=[O:35])[C:29]3[CH:34]=[CH:33][CH:32]=[CH:31][CH:30]=3)[CH:20]=2)[C:15]([CH3:24])([CH3:23])[CH2:14]1)=[O:12])([CH3:9])([CH3:8])[CH3:7]. The catalyst class is: 27. (4) Reactant: [CH3:1][S:2](Cl)(=[O:4])=[O:3].[NH2:6][C:7]1[CH:15]=[CH:14][CH:13]=[C:12]2[C:8]=1[C:9](=[O:34])[N:10]([CH:17]([C:23]1[CH:28]=[CH:27][C:26]([O:29][CH3:30])=[C:25]([O:31][CH2:32][CH3:33])[CH:24]=1)[CH2:18][S:19]([CH3:22])(=[O:21])=[O:20])[C:11]2=[O:16].C(N(CC)CC)C. Product: [CH3:1][S:2]([N:6]([S:2]([CH3:1])(=[O:4])=[O:3])[C:7]1[CH:15]=[CH:14][CH:13]=[C:12]2[C:8]=1[C:9](=[O:34])[N:10]([CH:17]([C:23]1[CH:28]=[CH:27][C:26]([O:29][CH3:30])=[C:25]([O:31][CH2:32][CH3:33])[CH:24]=1)[CH2:18][S:19]([CH3:22])(=[O:20])=[O:21])[C:11]2=[O:16])(=[O:4])=[O:3]. The catalyst class is: 2.